Task: Predict the product of the given reaction.. Dataset: Forward reaction prediction with 1.9M reactions from USPTO patents (1976-2016) (1) Given the reactants [F:1][C:2]1[C:3]([N:9]=[CH:10][N:11]([CH3:13])[CH3:12])=[N:4][C:5]([OH:8])=[N:6][CH:7]=1.C(N(CC)CC)C.[Cl:21][C:22]1[CH:27]=[CH:26][C:25]([S:28](Cl)(=[O:30])=[O:29])=[CH:24][CH:23]=1, predict the reaction product. The product is: [Cl:21][C:22]1[CH:27]=[CH:26][C:25]([S:28]([N:6]2[CH:7]=[C:2]([F:1])[C:3]([N:9]=[CH:10][N:11]([CH3:13])[CH3:12])=[N:4][C:5]2=[O:8])(=[O:30])=[O:29])=[CH:24][CH:23]=1. (2) Given the reactants [Cl:1][C:2]1[CH:3]=[N:4][CH:5]=[C:6]([Cl:29])[C:7]=1[NH:8][C:9]([C:11]1[C:19]2[C:18]3[CH:20]=[C:21]([NH2:24])[CH:22]=[CH:23][C:17]=3[O:16][C:15]=2[C:14]([O:25][CH:26]([F:28])[F:27])=[CH:13][CH:12]=1)=[O:10].[C:30](Cl)(=[O:32])[CH3:31].N1C=CC=CC=1, predict the reaction product. The product is: [Cl:1][C:2]1[CH:3]=[N:4][CH:5]=[C:6]([Cl:29])[C:7]=1[NH:8][C:9]([C:11]1[C:19]2[C:18]3[CH:20]=[C:21]([NH:24][C:30](=[O:32])[CH3:31])[CH:22]=[CH:23][C:17]=3[O:16][C:15]=2[C:14]([O:25][CH:26]([F:27])[F:28])=[CH:13][CH:12]=1)=[O:10]. (3) Given the reactants [CH3:1][C:2]1([NH:15][C:16]2[CH:21]=[CH:20][C:19]([S:22]([CH3:25])(=[O:24])=[O:23])=[CH:18][C:17]=2[N+:26]([O-])=O)[CH2:7][CH2:6][N:5]([C:8]([O:10][C:11]([CH3:14])([CH3:13])[CH3:12])=[O:9])[CH2:4][CH2:3]1.[CH:29](OC)(OC)OC, predict the reaction product. The product is: [CH3:1][C:2]1([N:15]2[C:16]3[CH:21]=[CH:20][C:19]([S:22]([CH3:25])(=[O:24])=[O:23])=[CH:18][C:17]=3[N:26]=[CH:29]2)[CH2:7][CH2:6][N:5]([C:8]([O:10][C:11]([CH3:14])([CH3:13])[CH3:12])=[O:9])[CH2:4][CH2:3]1. (4) Given the reactants Br[C:2]1[CH:3]=[C:4]([CH:9]2[N:13]([C:14]3[CH:19]=[CH:18][C:17]([F:20])=[CH:16][C:15]=3[F:21])[N:12]=[C:11]([C:22]([F:28])([F:27])[C:23]([F:26])([F:25])[F:24])[CH2:10]2)[CH:5]=[CH:6][C:7]=1[F:8].[CH3:29][S:30]([C:33]1[CH:38]=[CH:37][C:36](B(O)O)=[CH:35][CH:34]=1)(=[O:32])=[O:31].C(=O)([O-])[O-].[Na+].[Na+].C(O)C, predict the reaction product. The product is: [F:21][C:15]1[CH:16]=[C:17]([F:20])[CH:18]=[CH:19][C:14]=1[N:13]1[CH:9]([C:4]2[CH:3]=[C:2]([C:36]3[CH:37]=[CH:38][C:33]([S:30]([CH3:29])(=[O:32])=[O:31])=[CH:34][CH:35]=3)[C:7]([F:8])=[CH:6][CH:5]=2)[CH2:10][C:11]([C:22]([F:27])([F:28])[C:23]([F:26])([F:25])[F:24])=[N:12]1. (5) Given the reactants N#N.[NH2:3][C:4]1[CH:5]=[N:6][CH:7]=[CH:8][CH:9]=1.C(N(CC)CC)C.[CH3:17][C:18]([CH3:23])([CH3:22])[C:19](Cl)=[O:20], predict the reaction product. The product is: [CH3:17][C:18]([CH3:23])([CH3:22])[C:19]([NH:3][C:4]1[CH:5]=[N:6][CH:7]=[CH:8][CH:9]=1)=[O:20]. (6) Given the reactants [CH3:1][CH:2]1[CH2:7][CH2:6][CH:5]([NH:8][S:9]([NH:12]C(=O)OCC2C=CC=CC=2)(=[O:11])=[O:10])[CH2:4][CH2:3]1, predict the reaction product. The product is: [CH3:1][CH:2]1[CH2:7][CH2:6][CH:5]([NH:8][S:9]([NH2:12])(=[O:11])=[O:10])[CH2:4][CH2:3]1. (7) Given the reactants Cl.[Br:2][C:3]1[CH:8]=[CH:7][CH:6]=[CH:5][C:4]=1[NH:9][NH2:10].Cl[CH2:12]Cl.[CH:14]([NH2:16])=O, predict the reaction product. The product is: [Br:2][C:3]1[CH:8]=[CH:7][CH:6]=[CH:5][C:4]=1[N:9]1[CH:14]=[N:16][CH:12]=[N:10]1.